From a dataset of Catalyst prediction with 721,799 reactions and 888 catalyst types from USPTO. Predict which catalyst facilitates the given reaction. (1) Reactant: [S:1]1[CH:5]=[CH:4][C:3]2[C:6](=[O:9])[CH2:7][CH2:8][C:2]1=2.[H-].[Na+].C(OC(=O)[C:16]1C=CC=[C:18]([F:22])[CH:17]=1)C.Cl.[CH2:25]1[CH2:29][O:28][CH2:27][CH2:26]1. Product: [F:22][C:18]1[CH:27]=[CH:26][C:25]([C:29]([CH:7]2[CH2:8][C:2]3[S:1][CH:5]=[CH:4][C:3]=3[C:6]2=[O:9])=[O:28])=[CH:16][CH:17]=1. The catalyst class is: 84. (2) Reactant: [H-].[Na+].[CH:3]([SH:6])([CH3:5])[CH3:4].[H][H].Cl[C:10]1[CH:15]=[C:14]([C:16]2[C:21]([Cl:22])=[CH:20][C:19]([C:23]([F:26])([F:25])[F:24])=[CH:18][C:17]=2[Cl:27])[CH:13]=[CH:12][C:11]=1[N+:28]([O-:30])=[O:29]. Product: [Cl:22][C:21]1[CH:20]=[C:19]([C:23]([F:25])([F:24])[F:26])[CH:18]=[C:17]([Cl:27])[C:16]=1[C:14]1[CH:13]=[CH:12][C:11]([N+:28]([O-:30])=[O:29])=[C:10]([S:6][CH:3]([CH3:5])[CH3:4])[CH:15]=1. The catalyst class is: 9.